The task is: Predict the product of the given reaction.. This data is from Forward reaction prediction with 1.9M reactions from USPTO patents (1976-2016). (1) Given the reactants [Li+].[OH-].[CH3:3][C:4]([CH3:27])([CH2:24][CH:25]=[CH2:26])[CH2:5][N:6]([CH3:23])[C:7]([NH:9][C@@H:10]([CH2:16][CH2:17][CH2:18][CH2:19][CH2:20][CH:21]=[CH2:22])[C:11]([O:13]CC)=[O:12])=[O:8], predict the reaction product. The product is: [CH3:3][C:4]([CH3:27])([CH2:24][CH:25]=[CH2:26])[CH2:5][N:6]([CH3:23])[C:7]([NH:9][C@@H:10]([CH2:16][CH2:17][CH2:18][CH2:19][CH2:20][CH:21]=[CH2:22])[C:11]([OH:13])=[O:12])=[O:8]. (2) Given the reactants CS[C:3](=[N:13][CH:14]([CH3:16])[CH3:15])[CH2:4][O:5][CH2:6][C:7]1[CH:12]=[CH:11][CH:10]=[CH:9][CH:8]=1.[F:17][C:18]([F:28])([F:27])[C:19]1[CH:24]=[CH:23][C:22]([NH:25][NH2:26])=[CH:21][CH:20]=1.[C:29](C1NC=CN=1)(C1NC=CN=1)=[O:30], predict the reaction product. The product is: [CH2:6]([O:5][CH2:4][C:3]1[N:13]([CH:14]([CH3:16])[CH3:15])[C:29](=[O:30])[N:25]([C:22]2[CH:21]=[CH:20][C:19]([C:18]([F:27])([F:28])[F:17])=[CH:24][CH:23]=2)[N:26]=1)[C:7]1[CH:12]=[CH:11][CH:10]=[CH:9][CH:8]=1.